Dataset: Forward reaction prediction with 1.9M reactions from USPTO patents (1976-2016). Task: Predict the product of the given reaction. (1) Given the reactants [C:1]([OH:7])([C:3]([F:6])([F:5])[F:4])=[O:2].C[O:9][C:10]1[CH:23]=[CH:22][CH:21]=[C:20]2[C:11]=1[S:12][C:13]1[CH:14]=[C:15]([C:30]3[CH:31]=[N:32][CH:33]=[CH:34][CH:35]=3)[CH:16]=[CH:17][C:18]=1[CH:19]2[CH:24]1[CH2:29][CH2:28][NH:27][CH2:26][CH2:25]1.C(N(CC)C(C1C=CC2C(C3CCNCC3)C3C(OC=2C=1)=C(OC)C=CC=3)=O)C.CC#N, predict the reaction product. The product is: [NH:27]1[CH2:26][CH2:25][CH:24]([CH:19]2[C:20]3[CH:21]=[CH:22][CH:23]=[C:10]([OH:9])[C:11]=3[S:12][C:13]3[C:18]2=[CH:17][CH:16]=[C:15]([C:30]2[CH:31]=[N:32][CH:33]=[CH:34][CH:35]=2)[CH:14]=3)[CH2:29][CH2:28]1.[C:1]([OH:7])([C:3]([F:6])([F:5])[F:4])=[O:2]. (2) Given the reactants [CH2:1]([O:8][C:9]1[C:14](=[O:15])[N:13]2[CH:16]=[C:17]([N:20]3[CH2:25][CH2:24][O:23][CH2:22][CH2:21]3)[CH:18]=[CH:19][C:12]2=[N:11][C:10]=1[C:26](O)=[O:27])[C:2]1[CH:7]=[CH:6][CH:5]=[CH:4][CH:3]=1.Cl.[NH2:30][CH2:31][C:32](=[O:41])[CH2:33][C:34]1[CH:39]=[CH:38][C:37]([Cl:40])=[CH:36][CH:35]=1, predict the reaction product. The product is: [Cl:40][C:37]1[CH:36]=[CH:35][C:34]([CH2:33][C:32](=[O:41])[CH2:31][NH:30][C:26]([C:10]2[N:11]=[C:12]3[CH:19]=[CH:18][C:17]([N:20]4[CH2:21][CH2:22][O:23][CH2:24][CH2:25]4)=[CH:16][N:13]3[C:14](=[O:15])[C:9]=2[O:8][CH2:1][C:2]2[CH:3]=[CH:4][CH:5]=[CH:6][CH:7]=2)=[O:27])=[CH:39][CH:38]=1.